Dataset: Full USPTO retrosynthesis dataset with 1.9M reactions from patents (1976-2016). Task: Predict the reactants needed to synthesize the given product. (1) Given the product [CH:1]1[CH:2]=[CH:3][C:4]2[S:9][N:8]=[C:7]([N:10]3[CH2:11][CH2:12][N:13]([CH2:16][CH2:17][C:18]4[CH:19]=[C:20]5[CH2:28][C:26](=[O:27])[NH:25][C:21]5=[CH:22][C:23]=4[Cl:24])[CH2:14][CH2:15]3)[C:5]=2[CH:6]=1.[ClH:29], predict the reactants needed to synthesize it. The reactants are: [CH:1]1[CH:2]=[CH:3][C:4]2[S:9][N:8]=[C:7]([N:10]3[CH2:15][CH2:14][N:13]([CH2:16][CH2:17][C:18]4[CH:19]=[C:20]5[CH2:28][C:26](=[O:27])[NH:25][C:21]5=[CH:22][C:23]=4[Cl:24])[CH2:12][CH2:11]3)[C:5]=2[CH:6]=1.[ClH:29].O1CCCC1.C(O)(=O)/C=C\C(O)=O. (2) The reactants are: S([C:11]([C:13]1[CH:21]=[CH:20][C:18](O)=[C:15](OC)[CH:14]=1)=O)([C:18]1[CH:20]=[CH:21][C:13]([CH3:11])=[CH:14][CH:15]=1)(=O)=O.[CH2:22]([OH:29])C1C=CC=CC=1.C(Cl)C1C=CC=CC=1.S(Cl)(Cl)=O.[C-:42]#[N:43].[K+].B. Given the product [CH:22]([NH:43][CH2:42][CH2:11][C:13]1[CH:14]=[CH:15][CH:18]=[CH:20][CH:21]=1)=[O:29], predict the reactants needed to synthesize it.